From a dataset of Catalyst prediction with 721,799 reactions and 888 catalyst types from USPTO. Predict which catalyst facilitates the given reaction. (1) Reactant: [N:1]#[C:2]Br.Cl.[CH3:5][S:6]([C:9]1[CH:14]=[CH:13][C:12]([C:15]2[CH:20]=[CH:19][C:18]([O:21][CH2:22][CH:23]3[CH2:28][CH2:27][NH:26][CH2:25][CH2:24]3)=[CH:17][CH:16]=2)=[CH:11][CH:10]=1)(=[O:8])=[O:7].C(N(CC)CC)C. Product: [CH3:5][S:6]([C:9]1[CH:10]=[CH:11][C:12]([C:15]2[CH:20]=[CH:19][C:18]([O:21][CH2:22][CH:23]3[CH2:28][CH2:27][N:26]([C:2]#[N:1])[CH2:25][CH2:24]3)=[CH:17][CH:16]=2)=[CH:13][CH:14]=1)(=[O:8])=[O:7]. The catalyst class is: 2. (2) Reactant: [NH:1]1[C:5]2[CH:6]=[C:7]([C:10]([O:12][CH3:13])=[O:11])[CH:8]=[CH:9][C:4]=2[N:3]=[CH:2]1.[H-].[Na+].[CH3:16]I. Product: [CH3:16][N:3]1[C:4]2[CH:9]=[CH:8][C:7]([C:10]([O:12][CH3:13])=[O:11])=[CH:6][C:5]=2[N:1]=[CH:2]1. The catalyst class is: 1.